Dataset: Forward reaction prediction with 1.9M reactions from USPTO patents (1976-2016). Task: Predict the product of the given reaction. (1) Given the reactants [F:1][C:2]([F:36])([F:35])[C:3]([C:9]1[CH:14]=[CH:13][C:12]([C:15]2[CH:20]=[CH:19][C:18]([O:21][CH:22]3[CH2:27][CH2:26][N:25](C(OC(C)(C)C)=O)[CH2:24][CH2:23]3)=[CH:17][CH:16]=2)=[CH:11][CH:10]=1)([OH:8])[C:4]([F:7])([F:6])[F:5].[C:37]([OH:43])([C:39]([F:42])([F:41])[F:40])=[O:38].C(Cl)Cl, predict the reaction product. The product is: [F:7][C:4]([F:5])([F:6])[C:3]([C:9]1[CH:14]=[CH:13][C:12]([C:15]2[CH:20]=[CH:19][C:18]([O:21][CH:22]3[CH2:27][CH2:26][NH:25][CH2:24][CH2:23]3)=[CH:17][CH:16]=2)=[CH:11][CH:10]=1)([OH:8])[C:2]([F:36])([F:35])[F:1].[C:37]([OH:43])([C:39]([F:42])([F:41])[F:40])=[O:38]. (2) Given the reactants [C:1]1([C@@H:7]2[NH:11][CH:10]([C:12]([OH:14])=[O:13])[CH2:9][S:8]2)[CH:6]=[CH:5][CH:4]=[CH:3][CH:2]=1.CCN(C(C)C)C(C)C.Cl[C:25]([O:27][CH2:28][C:29]1[CH:34]=[CH:33][CH:32]=[CH:31][CH:30]=1)=[O:26], predict the reaction product. The product is: [CH2:28]([O:27][C:25]([N:11]1[CH:10]([C:12]([OH:14])=[O:13])[CH2:9][S:8][C@@H:7]1[C:1]1[CH:2]=[CH:3][CH:4]=[CH:5][CH:6]=1)=[O:26])[C:29]1[CH:34]=[CH:33][CH:32]=[CH:31][CH:30]=1. (3) Given the reactants [C:1]1([N:7]2[C@H:9]([C:10]3[CH:15]=[CH:14][CH:13]=[CH:12][CH:11]=3)[C@@H:8]2[C:16]2[CH:21]=[CH:20][CH:19]=[CH:18][CH:17]=2)[CH:6]=[CH:5][CH:4]=[CH:3][CH:2]=1.N#N, predict the reaction product. The product is: [C:16]1([CH:8]([NH:7][C:1]2[CH:6]=[CH:5][CH:4]=[CH:3][CH:2]=2)[CH2:9][C:10]2[CH:11]=[CH:12][CH:13]=[CH:14][CH:15]=2)[CH:17]=[CH:18][CH:19]=[CH:20][CH:21]=1. (4) Given the reactants [CH:1]1([C:7]2[CH:12]=[CH:11][C:10]([C:13]3[CH:18]=[CH:17][C:16]([CH2:19][C:20]4[NH:21][CH:22]=[C:23]([C:25]5[CH:30]=[CH:29][C:28]([Cl:31])=[CH:27][C:26]=5[Cl:32])[N:24]=4)=[CH:15][CH:14]=3)=[CH:9][CH:8]=2)[CH2:6][CH2:5][CH2:4][CH2:3][CH2:2]1.F[C:34]1[CH:39]=[CH:38][C:37]([N+:40]([O-:42])=[O:41])=[CH:36][C:35]=1[CH3:43], predict the reaction product. The product is: [CH:1]1([C:7]2[CH:8]=[CH:9][C:10]([C:13]3[CH:18]=[CH:17][C:16]([CH2:19][C:20]4[N:21]([C:34]5[CH:39]=[CH:38][C:37]([N+:40]([O-:42])=[O:41])=[CH:36][C:35]=5[CH3:43])[CH:22]=[C:23]([C:25]5[CH:30]=[CH:29][C:28]([Cl:31])=[CH:27][C:26]=5[Cl:32])[N:24]=4)=[CH:15][CH:14]=3)=[CH:11][CH:12]=2)[CH2:2][CH2:3][CH2:4][CH2:5][CH2:6]1.